This data is from Forward reaction prediction with 1.9M reactions from USPTO patents (1976-2016). The task is: Predict the product of the given reaction. (1) Given the reactants [NH2:1][C:2]1[CH:7]=[C:6]([CH:8]=[O:9])[CH:5]=[CH:4][C:3]=1[N:10]1[CH2:15][CH2:14][CH:13]([C:16]([O:18][CH3:19])=[O:17])[CH2:12][CH2:11]1.N1C=CC=CC=1.[CH3:26][C:27]1[O:31][N:30]=[C:29]([C:32](Cl)=[O:33])[CH:28]=1, predict the reaction product. The product is: [CH:8]([C:6]1[CH:5]=[CH:4][C:3]([N:10]2[CH2:11][CH2:12][CH:13]([C:16]([O:18][CH3:19])=[O:17])[CH2:14][CH2:15]2)=[C:2]([NH:1][C:32]([C:29]2[CH:28]=[C:27]([CH3:26])[O:31][N:30]=2)=[O:33])[CH:7]=1)=[O:9]. (2) Given the reactants [P:1]12([S:13]P3(SP(SP(S3)(S1)=S)(=S)S2)=S)=[S:2].[CH2:15]([CH:18]([CH2:21][CH2:22][CH2:23][CH2:24][CH3:25])[CH2:19][OH:20])[CH2:16][CH3:17], predict the reaction product. The product is: [CH2:15]([CH:18]([CH2:21][CH2:22][CH2:23][CH2:24][CH3:25])[CH2:19][O:20][P:1](=[S:2])([O:20][CH2:19][CH:18]([CH2:15][CH2:16][CH3:17])[CH2:21][CH2:22][CH2:23][CH2:24][CH3:25])[SH:13])[CH2:16][CH3:17]. (3) Given the reactants Br[C:2]1[CH:3]=[CH:4][C:5]2[O:9][C:8]([C:10]([O:12][CH3:13])=[O:11])=[C:7]([CH3:14])[C:6]=2[CH:15]=1.[CH3:16][N:17](C)C=O, predict the reaction product. The product is: [C:16]([C:2]1[CH:3]=[CH:4][C:5]2[O:9][C:8]([C:10]([O:12][CH3:13])=[O:11])=[C:7]([CH3:14])[C:6]=2[CH:15]=1)#[N:17]. (4) Given the reactants [CH2:1]([O:3][C:4]([C:6]1[CH:7]=[C:8]2[C:12](=[C:13]([NH2:15])[CH:14]=1)[NH:11][CH:10]=[C:9]2[CH2:16][CH3:17])=[O:5])[CH3:2].CCN(CC)CC.[Cl:25][CH2:26][CH2:27][C:28](Cl)=[O:29], predict the reaction product. The product is: [CH2:1]([O:3][C:4]([C:6]1[CH:7]=[C:8]2[C:12](=[C:13]([NH:15][C:28](=[O:29])[CH2:27][CH2:26][Cl:25])[CH:14]=1)[NH:11][CH:10]=[C:9]2[CH2:16][CH3:17])=[O:5])[CH3:2]. (5) Given the reactants C([O:4][C:5]1([C:8]2[C:9]([NH2:32])=[N:10][C:11]([C:14]3[CH:18]=[C:17]([C:19]4[CH:23]=[CH:22][O:21][N:20]=4)[N:16]([CH2:24][C:25]4[CH:30]=[CH:29][CH:28]=[CH:27][C:26]=4[F:31])[N:15]=3)=[N:12][CH:13]=2)[CH2:7][CH2:6]1)C=C.C([O-])(=O)C.[Na+].C1(S([O-])=O)C=CC=CC=1.[Na+].C(OCC)(=O)C, predict the reaction product. The product is: [NH2:32][C:9]1[C:8]([C:5]2([OH:4])[CH2:7][CH2:6]2)=[CH:13][N:12]=[C:11]([C:14]2[CH:18]=[C:17]([C:19]3[CH:23]=[CH:22][O:21][N:20]=3)[N:16]([CH2:24][C:25]3[CH:30]=[CH:29][CH:28]=[CH:27][C:26]=3[F:31])[N:15]=2)[N:10]=1. (6) Given the reactants Br[C:2]1[CH:13]=[CH:12][C:5]2[N:6]([CH3:11])[C:7](=[O:10])[N:8]([CH3:9])[C:4]=2[CH:3]=1.[B:14]1([B:14]2[O:18][C:17]([CH3:20])([CH3:19])[C:16]([CH3:22])([CH3:21])[O:15]2)[O:18][C:17]([CH3:20])([CH3:19])[C:16]([CH3:22])([CH3:21])[O:15]1.C([O-])(=O)C.[K+].N#N.C(Cl)Cl, predict the reaction product. The product is: [CH3:11][N:6]1[C:5]2[CH:12]=[CH:13][C:2]([B:14]3[O:18][C:17]([CH3:20])([CH3:19])[C:16]([CH3:22])([CH3:21])[O:15]3)=[CH:3][C:4]=2[N:8]([CH3:9])[C:7]1=[O:10]. (7) The product is: [CH3:26][O:27][C:28]1[CH:35]=[C:34]([O:36][CH2:37][O:38][CH2:39][CH2:40][O:41][CH3:42])[CH:33]=[CH:32][C:29]=1[CH:30]=[CH2:1]. Given the reactants [CH2:1]([Li])CCC.C[P+](C1C=CC=CC=1)(C1C=CC=CC=1)C1C=CC=CC=1.[CH3:26][O:27][C:28]1[CH:35]=[C:34]([O:36][CH2:37][O:38][CH2:39][CH2:40][O:41][CH3:42])[CH:33]=[CH:32][C:29]=1[CH:30]=O.O, predict the reaction product. (8) Given the reactants Br.[CH3:2][O:3][C:4]1[CH:9]=[CH:8][CH:7]=[CH:6][C:5]=1[C:10]1[N:18]2[C:13]([S:14][CH2:15][C:16]([C:19]3[CH:24]=[CH:23][C:22]([OH:25])=[CH:21][CH:20]=3)=[N:17]2)=[N:12][N:11]=1.I[CH2:27][CH2:28][OH:29].C(=O)([O-])[O-].[K+].[K+], predict the reaction product. The product is: [OH:29][CH2:28][CH2:27][O:25][C:22]1[CH:23]=[CH:24][C:19]([C:16]2[CH2:15][S:14][C:13]3=[N:12][N:11]=[C:10]([C:5]4[CH:6]=[CH:7][CH:8]=[CH:9][C:4]=4[O:3][CH3:2])[N:18]3[N:17]=2)=[CH:20][CH:21]=1.